Dataset: Reaction yield outcomes from USPTO patents with 853,638 reactions. Task: Predict the reaction yield, written as a fraction of the theoretical maximum amount of product (1.0 means a 100% yield; for example, 0.34 means a 34% yield). The reactants are [CH:1]1[CH:6]=[C:5]2[C:7]([NH:9][C:10]([NH:12][C:4]2=[CH:3][CH:2]=1)=O)=[O:8].[Li]C(C)(C)C.C(=O)=O. The catalyst is C1COCC1.CCOC(C)=O. The product is [CH:1]1[CH:2]=[CH:3][C:4]2[N:12]=[CH:10][NH:9][C:7](=[O:8])[C:5]=2[CH:6]=1. The yield is 0.430.